This data is from Full USPTO retrosynthesis dataset with 1.9M reactions from patents (1976-2016). The task is: Predict the reactants needed to synthesize the given product. (1) Given the product [CH3:37][O:38][C:39]1[CH:40]=[C:41]([C:47]([N:49]=[C:50]=[S:51])=[O:48])[CH:42]=[CH:43][C:44]=1[O:45][CH3:46].[Cl:14][C:15]1[CH:16]=[C:17]([NH:18][C:50]([NH:49][C:47](=[O:48])[C:41]2[CH:42]=[CH:43][C:44]([O:45][CH3:46])=[C:39]([O:38][CH3:37])[CH:40]=2)=[S:51])[CH:19]=[CH:20][C:21]=1[O:22][C:23]1[C:32]2[C:27](=[CH:28][C:29]([O:35][CH3:36])=[C:30]([O:33][CH3:34])[CH:31]=2)[N:26]=[CH:25][CH:24]=1, predict the reactants needed to synthesize it. The reactants are: COC1C=C(C(Cl)=O)C=CC=1OC.[Cl:14][C:15]1[CH:16]=[C:17]([CH:19]=[CH:20][C:21]=1[O:22][C:23]1[C:32]2[C:27](=[CH:28][C:29]([O:35][CH3:36])=[C:30]([O:33][CH3:34])[CH:31]=2)[N:26]=[CH:25][CH:24]=1)[NH2:18].[CH3:37][O:38][C:39]1[CH:40]=[C:41]([C:47]([N:49]=[C:50]=[S:51])=[O:48])[CH:42]=[CH:43][C:44]=1[O:45][CH3:46]. (2) Given the product [CH3:40][O:39][C:34]1[CH:33]=[C:32]([O:41][CH3:42])[CH:31]=[C:30]2[C:35]=1[C:36](=[O:38])[NH:37][CH:28]=[N:29]2, predict the reactants needed to synthesize it. The reactants are: F.F.F.C(N(CC)CC)C.[Si](OCCOC1C=C(F)C([C:28]2[NH:37][C:36](=[O:38])[C:35]3[C:30](=[CH:31][C:32]([O:41][CH3:42])=[CH:33][C:34]=3[O:39][CH3:40])[N:29]=2)=NC=1)(C(C)(C)C)(C)C. (3) Given the product [Cl:31][C:5]1[C:6]2[CH:12]([CH3:13])[CH2:11][N:10]([C:14](=[O:19])[C:15]([F:17])([F:16])[F:18])[CH2:9][CH2:8][C:7]=2[N:20]=[C:21]([O:22][CH3:23])[C:4]=1[NH:3][CH2:1][CH3:2], predict the reactants needed to synthesize it. The reactants are: [CH2:1]([NH:3][C:4]1[C:21]([O:22][CH3:23])=[N:20][C:7]2[CH2:8][CH2:9][N:10]([C:14](=[O:19])[C:15]([F:18])([F:17])[F:16])[CH2:11][CH:12]([CH3:13])[C:6]=2[CH:5]=1)[CH3:2].C1C(=O)N([Cl:31])C(=O)C1. (4) The reactants are: [Br:1][C:2]1[C:10]2[CH:9]=[CH:8][C:7](=[O:11])[N:6]([C:12]3[C:17]([F:18])=[CH:16][CH:15]=[CH:14][C:13]=3[F:19])[C:5]=2[S:4][C:3]=1[C:20]([N:22]1[CH2:26][CH2:25][CH2:24][C@@H:23]1[CH2:27][OH:28])=[O:21].[O:29]1[CH:34]=[CH:33][CH2:32][CH2:31][CH2:30]1. Given the product [Br:1][C:2]1[C:10]2[CH:9]=[CH:8][C:7](=[O:11])[N:6]([C:12]3[C:17]([F:18])=[CH:16][CH:15]=[CH:14][C:13]=3[F:19])[C:5]=2[S:4][C:3]=1[C:20]([N:22]1[CH2:26][CH2:25][CH2:24][C@@H:23]1[CH2:27][O:28][CH:30]1[CH2:31][CH2:32][CH2:33][CH2:34][O:29]1)=[O:21], predict the reactants needed to synthesize it. (5) The reactants are: [CH2:1]1[C:6]2=[CH:7][C:8]3[CH2:9][CH2:10][CH2:11][CH2:12][C:13]=3[N:5]2[CH2:4][CH2:3][N:2]1[C:14]1[N:21]=[CH:20][CH:19]=[C:18]([C:22]2[CH:27]=[C:26]([NH:28][C:29]3[CH:34]=[CH:33][C:32]([N:35]4[CH2:40][CH2:39][N:38]([CH:41]5[CH2:44][O:43][CH2:42]5)[CH2:37][C@@H:36]4[CH3:45])=[CH:31][N:30]=3)[C:25](=[O:46])[N:24]([CH3:47])[CH:23]=2)[C:15]=1[CH:16]=[O:17].[BH4-].[Na+].CO. Given the product [CH2:1]1[C:6]2=[CH:7][C:8]3[CH2:9][CH2:10][CH2:11][CH2:12][C:13]=3[N:5]2[CH2:4][CH2:3][N:2]1[C:14]1[C:15]([CH2:16][OH:17])=[C:18]([C:22]2[CH:27]=[C:26]([NH:28][C:29]3[CH:34]=[CH:33][C:32]([N:35]4[CH2:40][CH2:39][N:38]([CH:41]5[CH2:42][O:43][CH2:44]5)[CH2:37][C@@H:36]4[CH3:45])=[CH:31][N:30]=3)[C:25](=[O:46])[N:24]([CH3:47])[CH:23]=2)[CH:19]=[CH:20][N:21]=1, predict the reactants needed to synthesize it. (6) The reactants are: [CH3:1][O:2][C:3](=[O:17])[C:4]1[CH:9]=[C:8]([O:10][CH3:11])[CH:7]=[CH:6][C:5]=1[CH2:12][C:13]([O:15][CH3:16])=[O:14].CC(O)=O.O.[CH3:23][N:24]([CH:26](OC)OC)[CH3:25]. Given the product [CH3:1][O:2][C:3](=[O:17])[C:4]1[CH:9]=[C:8]([O:10][CH3:11])[CH:7]=[CH:6][C:5]=1[C:12]([C:13]([O:15][CH3:16])=[O:14])=[CH:23][N:24]([CH3:26])[CH3:25], predict the reactants needed to synthesize it. (7) Given the product [F:49][C:45]1[CH:44]=[C:43]([C:3]2[N:4]3[C:9]([CH:8]=[CH:7][CH:6]=[CH:5]3)=[CH:1][C:2]=2[C:10]([O:12][CH2:13][CH3:14])=[O:11])[CH:48]=[CH:47][CH:46]=1, predict the reactants needed to synthesize it. The reactants are: [CH:1]1[C:2]([C:10]([O:12][CH2:13][CH3:14])=[O:11])=[CH:3][N:4]2[C:9]=1[CH:8]=[CH:7][CH:6]=[CH:5]2.F[B-](F)(F)F.C1(P(C2CCCC2)C2CCCC2)CCCC1.C([O-])([O-])=O.[Cs+].[Cs+].Br[C:43]1[CH:48]=[CH:47][CH:46]=[C:45]([F:49])[CH:44]=1. (8) The reactants are: S(Cl)(Cl)=O.[CH3:5][O:6][C:7]1[CH:8]=[C:9]([CH:13]=[CH:14][C:15]=1[C:16]1[CH:21]=[CH:20][CH:19]=[CH:18][N:17]=1)[C:10]([OH:12])=O.[N+:22]([C:25]1[CH:31]=[CH:30][CH:29]=[CH:28][C:26]=1[NH2:27])([O-:24])=[O:23].C(N(CC)CC)C. Given the product [CH3:5][O:6][C:7]1[CH:8]=[C:9]([CH:13]=[CH:14][C:15]=1[C:16]1[CH:21]=[CH:20][CH:19]=[CH:18][N:17]=1)[C:10]([NH:27][C:26]1[CH:28]=[CH:29][CH:30]=[CH:31][C:25]=1[N+:22]([O-:24])=[O:23])=[O:12], predict the reactants needed to synthesize it. (9) Given the product [Br:1][C:2]1[C:10]([CH3:11])=[C:6]([C:5]([OH:12])=[C:4]([C:13]([CH3:16])([CH3:15])[CH3:14])[CH:3]=1)[C:7]([NH:21][C:20]1[CH:22]=[CH:23][CH:24]=[CH:25][C:19]=1[C:18]([F:17])([F:26])[F:27])=[O:9], predict the reactants needed to synthesize it. The reactants are: [Br:1][C:2]1[C:10]([CH3:11])=[C:6]([C:7]([OH:9])=O)[C:5]([OH:12])=[C:4]([C:13]([CH3:16])([CH3:15])[CH3:14])[CH:3]=1.[F:17][C:18]([F:27])([F:26])[C:19]1[CH:25]=[CH:24][CH:23]=[CH:22][C:20]=1[NH2:21].